Dataset: Catalyst prediction with 721,799 reactions and 888 catalyst types from USPTO. Task: Predict which catalyst facilitates the given reaction. (1) Reactant: [CH3:1][CH:2]1[NH:7][C:6](=[O:8])[C:5]2[O:9][C:10]([CH2:12][O:13][C:14]3[CH:19]=[CH:18][CH:17]=[CH:16][CH:15]=3)=[N:11][C:4]=2[CH2:3]1.I[C:21]1[CH:26]=[CH:25][C:24]([F:27])=[CH:23][CH:22]=1.CN(C)CCN.[O-]P([O-])([O-])=O.[K+].[K+].[K+]. Product: [F:27][C:24]1[CH:25]=[CH:26][C:21]([N:7]2[CH:2]([CH3:1])[CH2:3][C:4]3[N:11]=[C:10]([CH2:12][O:13][C:14]4[CH:19]=[CH:18][CH:17]=[CH:16][CH:15]=4)[O:9][C:5]=3[C:6]2=[O:8])=[CH:22][CH:23]=1. The catalyst class is: 185. (2) Reactant: Br[C:2]1[C:3]([O:9][CH3:10])=[N:4][C:5]([Cl:8])=[CH:6][CH:7]=1.CC([O-])(C)C.[Na+].[C:17]([CH2:19][C:20](OC(C)(C)C)=O)#[N:18]. Product: [Cl:8][C:5]1[N:4]=[C:3]([O:9][CH3:10])[C:2]([CH:19]([CH3:20])[C:17]#[N:18])=[CH:7][CH:6]=1. The catalyst class is: 346. (3) Reactant: [NH2:1][C:2]([C:4]1[CH:5]=[C:6]2[C:11](=[CH:12][CH:13]=1)[C:10]([C:14]1[CH2:15][CH2:16][N:17]([C:20]([O:22][C:23]([CH3:26])([CH3:25])[CH3:24])=[O:21])[CH2:18][CH:19]=1)=[CH:9][CH:8]=[CH:7]2)=[O:3]. Product: [NH2:1][C:2]([C:4]1[CH:5]=[C:6]2[C:11](=[CH:12][CH:13]=1)[C:10]([CH:14]1[CH2:15][CH2:16][N:17]([C:20]([O:22][C:23]([CH3:26])([CH3:25])[CH3:24])=[O:21])[CH2:18][CH2:19]1)=[CH:9][CH:8]=[CH:7]2)=[O:3]. The catalyst class is: 43. (4) Reactant: [CH:1]([C:3]1[S:7][C:6]([NH:8][CH2:9][CH2:10][CH2:11][NH:12][C:13](=[O:46])[C@H:14]([CH3:45])[NH:15][C:16](=[O:44])[C@H:17]([CH3:43])[NH:18][C:19](=[O:42])[C@H:20]([CH3:41])[NH:21][C:22](=[O:40])[C@@H:23]([NH:32]C(=O)OC(C)(C)C)[CH2:24][C:25]2[CH:30]=[CH:29][C:28]([OH:31])=[CH:27][CH:26]=2)=[N:5][CH:4]=1)=[O:2].C(O)(C(F)(F)F)=O. Product: [NH2:32][C@@H:23]([CH2:24][C:25]1[CH:26]=[CH:27][C:28]([OH:31])=[CH:29][CH:30]=1)[C:22]([NH:21][C@@H:20]([CH3:41])[C:19]([NH:18][C@@H:17]([CH3:43])[C:16]([NH:15][C@@H:14]([CH3:45])[C:13]([NH:12][CH2:11][CH2:10][CH2:9][NH:8][C:6]1[S:7][C:3]([CH:1]=[O:2])=[CH:4][N:5]=1)=[O:46])=[O:44])=[O:42])=[O:40]. The catalyst class is: 2. (5) Reactant: [NH2:1][C:2]1[CH:9]=[CH:8][C:7]([O:10][CH2:11][C:12]2[CH:17]=[CH:16][CH:15]=[CH:14][CH:13]=2)=[CH:6][C:3]=1[C:4]#[N:5].[N:18]([O-])=O.[Na+]. Product: [CH2:11]([O:10][C:7]1[CH:6]=[C:3]2[C:2](=[CH:9][CH:8]=1)[NH:1][N:5]=[C:4]2[NH2:18])[C:12]1[CH:17]=[CH:16][CH:15]=[CH:14][CH:13]=1. The catalyst class is: 126. (6) Reactant: [F:1][C:2]([F:8])([F:7])[C:3](OC)=[O:4].C(N(CC)CC)C.[NH2:16][CH2:17][CH2:18][CH2:19][CH2:20][CH2:21][CH2:22][CH2:23][CH2:24][CH2:25][CH2:26][CH2:27][C:28]([OH:30])=[O:29].Cl. Product: [F:8][C:2]([F:1])([F:7])[C:3]([NH:16][CH2:17][CH2:18][CH2:19][CH2:20][CH2:21][CH2:22][CH2:23][CH2:24][CH2:25][CH2:26][CH2:27][C:28]([OH:30])=[O:29])=[O:4]. The catalyst class is: 125.